The task is: Predict the reactants needed to synthesize the given product.. This data is from Full USPTO retrosynthesis dataset with 1.9M reactions from patents (1976-2016). (1) Given the product [Br:1][C:2]1[CH:3]=[C:4]2[C:5](=[CH:9][CH:10]=1)[C:6]([OH:7])=[N:13][C:12]([NH:14][C:15]1[CH:19]=[C:18]([CH3:20])[NH:17][N:16]=1)=[CH:11]2, predict the reactants needed to synthesize it. The reactants are: [Br:1][C:2]1[CH:10]=[CH:9][C:5]([C:6](O)=[O:7])=[C:4]([CH2:11][C:12]#[N:13])[CH:3]=1.[NH2:14][C:15]1[CH:19]=[C:18]([CH3:20])[NH:17][N:16]=1. (2) Given the product [CH3:1][O:2][C:3]([C:5]1[C:6]([OH:24])=[C:7]2[C:12](=[CH:13][N:14]=1)[N:11]([CH2:15][C:16]1[CH:21]=[CH:20][CH:19]=[CH:18][CH:17]=1)[C:10](=[O:22])[C:9]([C:28]1[CH:29]=[CH:30][CH:31]=[CH:32][C:27]=1[C:26]([F:37])([F:36])[F:25])=[CH:8]2)=[O:4], predict the reactants needed to synthesize it. The reactants are: [CH3:1][O:2][C:3]([C:5]1[C:6]([OH:24])=[C:7]2[C:12](=[CH:13][N:14]=1)[N:11]([CH2:15][C:16]1[CH:21]=[CH:20][CH:19]=[CH:18][CH:17]=1)[C:10](=[O:22])[C:9](Br)=[CH:8]2)=[O:4].[F:25][C:26]([F:37])([F:36])[C:27]1[CH:32]=[CH:31][CH:30]=[CH:29][C:28]=1B(O)O.[O-]P([O-])([O-])=O.[K+].[K+].[K+].COC1C=CC=C(OC)C=1C1C=CC=CC=1P(C1CCCCC1)C1CCCCC1.Cl.